The task is: Predict the product of the given reaction.. This data is from Forward reaction prediction with 1.9M reactions from USPTO patents (1976-2016). (1) Given the reactants [O:1]1[C:11]2[C:6](=[CH:7][CH:8]=[CH:9][CH:10]=2)[CH:5]=[C:4]([C:12]([OH:14])=[O:13])[C:2]1=[O:3].C1(C)C=CC(S(O)(=O)=O)=CC=1.O[CH2:27][CH2:28][C:29](=[O:31])[CH3:30], predict the reaction product. The product is: [O:31]=[C:29]([CH3:30])[CH2:28][CH2:27][O:13][C:12]([C:4]1[C:2](=[O:3])[O:1][C:11]2[C:6]([CH:5]=1)=[CH:7][CH:8]=[CH:9][CH:10]=2)=[O:14]. (2) Given the reactants [S:1]1[CH2:5][CH2:4][CH2:3][CH2:2]1.[Br:6][CH2:7][C:8](=[O:13])[C:9]([CH3:12])([CH3:11])[CH3:10], predict the reaction product. The product is: [Br-:6].[O:13]=[C:8]([C:9]([CH3:12])([CH3:11])[CH3:10])[CH2:7][S+:1]1[CH2:5][CH2:4][CH2:3][CH2:2]1. (3) The product is: [CH3:1][O:2][C:3]([C:5]1([NH:13][C:14](=[O:16])[C:29]2[CH:33]=[CH:34][C:26]([O:25][CH3:24])=[C:27]([O:35][CH2:36][CH2:37][C:38]3[CH:39]=[C:40]([CH3:44])[CH:41]=[CH:42][CH:43]=3)[CH:28]=2)[CH2:11][CH2:10][CH2:9][C:8](=[O:12])[CH2:7][CH2:6]1)=[O:4]. Given the reactants [CH3:1][O:2][C:3]([C:5]1([NH:13][C:14]([O:16]CC2C=CC=CC=2)=O)[CH2:11][CH2:10][CH2:9][C:8](=[O:12])[CH2:7][CH2:6]1)=[O:4].[CH3:24][O:25][C:26]1[CH:34]=[CH:33][C:29](C(O)=O)=[CH:28][C:27]=1[O:35][CH2:36][CH2:37][C:38]1[CH:39]=[C:40]([CH3:44])[CH:41]=[CH:42][CH:43]=1, predict the reaction product. (4) Given the reactants [CH3:1][CH:2]([N:4]([CH:33]([CH3:35])[CH3:34])[CH2:5][C@@H:6]([OH:32])[CH2:7][O:8][C:9]1[CH:10]=[CH:11][C:12]2[C:13]3[N:14]([CH2:29][CH2:30][N:31]=3)[C:15]([NH:20][C:21]([C:23]3[CH:24]=[N:25][CH:26]=[CH:27][CH:28]=3)=[O:22])=[N:16][C:17]=2[C:18]=1[OH:19])[CH3:3].C(=O)([O-])[O-].[Cs+].[Cs+].[F:42][C:43]1[CH:48]=[CH:47][C:46]([CH2:49][CH2:50]Br)=[CH:45][CH:44]=1, predict the reaction product. The product is: [CH3:34][CH:33]([N:4]([CH:2]([CH3:1])[CH3:3])[CH2:5][C@@H:6]([OH:32])[CH2:7][O:8][C:9]1[CH:10]=[CH:11][C:12]2[C:13]3[N:14]([CH2:29][CH2:30][N:31]=3)[C:15]([NH:20][C:21]([C:23]3[CH:24]=[N:25][CH:26]=[CH:27][CH:28]=3)=[O:22])=[N:16][C:17]=2[C:18]=1[O:19][CH2:50][CH2:49][C:46]1[CH:47]=[CH:48][C:43]([F:42])=[CH:44][CH:45]=1)[CH3:35].